From a dataset of Catalyst prediction with 721,799 reactions and 888 catalyst types from USPTO. Predict which catalyst facilitates the given reaction. Reactant: Br[CH2:2][C:3]([C:5]1[CH:10]=[CH:9][CH:8]=[C:7]([Br:11])[N:6]=1)=[O:4].N([O-])=[O:13].[Na+]. Product: [Br:11][C:7]1[N:6]=[C:5]([C:3](=[O:4])[CH2:2][OH:13])[CH:10]=[CH:9][CH:8]=1. The catalyst class is: 42.